From a dataset of NCI-60 drug combinations with 297,098 pairs across 59 cell lines. Regression. Given two drug SMILES strings and cell line genomic features, predict the synergy score measuring deviation from expected non-interaction effect. (1) Drug 1: COC1=C(C=C2C(=C1)N=CN=C2NC3=CC(=C(C=C3)F)Cl)OCCCN4CCOCC4. Drug 2: CC(C1=C(C=CC(=C1Cl)F)Cl)OC2=C(N=CC(=C2)C3=CN(N=C3)C4CCNCC4)N. Cell line: SF-268. Synergy scores: CSS=10.9, Synergy_ZIP=3.67, Synergy_Bliss=4.97, Synergy_Loewe=2.88, Synergy_HSA=3.08. (2) Drug 1: CN(C)C1=NC(=NC(=N1)N(C)C)N(C)C. Drug 2: CN(CCCl)CCCl.Cl. Cell line: SK-MEL-5. Synergy scores: CSS=6.47, Synergy_ZIP=0.609, Synergy_Bliss=6.81, Synergy_Loewe=-8.21, Synergy_HSA=0.189. (3) Drug 1: C1CN1C2=NC(=NC(=N2)N3CC3)N4CC4. Drug 2: C1CN(P(=O)(OC1)NCCCl)CCCl. Cell line: T-47D. Synergy scores: CSS=6.39, Synergy_ZIP=-6.05, Synergy_Bliss=1.47, Synergy_Loewe=-14.9, Synergy_HSA=0.778. (4) Drug 1: CNC(=O)C1=CC=CC=C1SC2=CC3=C(C=C2)C(=NN3)C=CC4=CC=CC=N4. Drug 2: CC1=C(C(=CC=C1)Cl)NC(=O)C2=CN=C(S2)NC3=CC(=NC(=N3)C)N4CCN(CC4)CCO. Cell line: HCC-2998. Synergy scores: CSS=9.96, Synergy_ZIP=-1.89, Synergy_Bliss=-2.63, Synergy_Loewe=-2.29, Synergy_HSA=-2.30.